Dataset: Catalyst prediction with 721,799 reactions and 888 catalyst types from USPTO. Task: Predict which catalyst facilitates the given reaction. (1) Reactant: [C:1]([S:4][CH2:5][CH2:6][N:7]([CH2:28][CH2:29][C:30]1[CH:35]=[CH:34][CH:33]=[CH:32][CH:31]=1)[C:8](=[O:27])[NH:9][C@@H:10]([CH2:20][C:21]1[CH:26]=[CH:25][CH:24]=[CH:23][CH:22]=1)[C:11]([N:13]1[CH2:18][CH2:17][N:16]([CH3:19])[CH2:15][CH2:14]1)=[O:12])(=[O:3])[CH3:2].[C:36]([OH:43])(=[O:42])/[CH:37]=[CH:38]/[C:39]([OH:41])=[O:40]. Product: [C:36]([OH:43])(=[O:42])/[CH:37]=[CH:38]/[C:39]([OH:41])=[O:40].[C:1]([S:4][CH2:5][CH2:6][N:7]([CH2:28][CH2:29][C:30]1[CH:35]=[CH:34][CH:33]=[CH:32][CH:31]=1)[C:8](=[O:27])[NH:9][C@@H:10]([CH2:20][C:21]1[CH:22]=[CH:23][CH:24]=[CH:25][CH:26]=1)[C:11]([N:13]1[CH2:14][CH2:15][N:16]([CH3:19])[CH2:17][CH2:18]1)=[O:12])(=[O:3])[CH3:2]. The catalyst class is: 798. (2) Reactant: [Br:1][C:2]1[CH:3]=[C:4]2[C:8](=[C:9]([C:11]([NH2:13])=[O:12])[CH:10]=1)[NH:7][CH:6]=[C:5]2[CH:14]1[CH2:19][CH2:18][NH:17][CH2:16][CH2:15]1.[CH2:20]([S:22](Cl)(=[O:24])=[O:23])[CH3:21].C(N(CC)CC)C. Product: [Br:1][C:2]1[CH:3]=[C:4]2[C:8](=[C:9]([C:11]([NH2:13])=[O:12])[CH:10]=1)[NH:7][CH:6]=[C:5]2[CH:14]1[CH2:19][CH2:18][N:17]([S:22]([CH2:20][CH3:21])(=[O:24])=[O:23])[CH2:16][CH2:15]1. The catalyst class is: 2. (3) The catalyst class is: 135. Reactant: C(OC([N:8]1[CH2:12][CH2:11][C@@H:10]([C:13]2[CH:17]=[C:16]([OH:18])[NH:15][N:14]=2)[CH2:9]1)=O)(C)(C)C.Cl. Product: [NH:8]1[CH2:12][CH2:11][C@@H:10]([C:13]2[CH:17]=[C:16]([OH:18])[NH:15][N:14]=2)[CH2:9]1. (4) Reactant: [C:1]([C:4]1[C:5](=[O:18])[NH:6][C:7](=[O:17])[N:8]([CH2:10][C:11]2[CH:16]=[CH:15][CH:14]=[CH:13][CH:12]=2)[CH:9]=1)(=[O:3])[CH3:2].[F:19][C:20]1[CH:27]=[CH:26][C:23]([CH2:24]Br)=[CH:22][CH:21]=1.C(=O)([O-])[O-].[K+].[K+]. Product: [F:19][C:20]1[CH:27]=[CH:26][C:23]([CH2:24][N:6]2[C:5](=[O:18])[C:4]([C:1](=[O:3])[CH3:2])=[CH:9][N:8]([CH2:10][C:11]3[CH:16]=[CH:15][CH:14]=[CH:13][CH:12]=3)[C:7]2=[O:17])=[CH:22][CH:21]=1. The catalyst class is: 3. (5) Reactant: Cl.Cl.Cl.[Cl:4][C:5]1[C:6]([C:22]2[S:26][C:25]3[CH:27]=[CH:28][CH:29]=[C:30]([C:31](O)=[O:32])[C:24]=3[CH:23]=2)=[N:7][C:8]([NH:11][CH2:12][CH2:13][CH2:14][N:15]2[CH2:20][CH2:19][N:18]([CH3:21])[CH2:17][CH2:16]2)=[N:9][CH:10]=1.[C:34]([O:38][C:39](=[O:42])[NH:40][NH2:41])([CH3:37])([CH3:36])[CH3:35].C(N(C(C)C)CC)(C)C.F[P-](F)(F)(F)(F)F.N1(O[P+](N(C)C)(N(C)C)N(C)C)C2C=CC=CC=2N=N1.[Cl-].[Li+]. Product: [C:34]([O:38][C:39]([NH:40][NH:41][C:31]([C:30]1[C:24]2[CH:23]=[C:22]([C:6]3[C:5]([Cl:4])=[CH:10][N:9]=[C:8]([NH:11][CH2:12][CH2:13][CH2:14][N:15]4[CH2:20][CH2:19][N:18]([CH3:21])[CH2:17][CH2:16]4)[N:7]=3)[S:26][C:25]=2[CH:27]=[CH:28][CH:29]=1)=[O:32])=[O:42])([CH3:37])([CH3:36])[CH3:35]. The catalyst class is: 3. (6) Reactant: C(Cl)(=O)C.[NH2:5][C:6]1[CH:11]=[CH:10][CH:9]=[CH:8][C:7]=1[C:12]1[N:16]([CH2:17][CH2:18][CH2:19][CH2:20][NH:21][S:22]([CH3:25])(=[O:24])=[O:23])[C:15]([CH2:26][CH3:27])=[N:14][C:13]=1[C:28]#[N:29]. Product: [NH2:29][C:28]1[C:13]2[N:14]=[C:15]([CH2:26][CH3:27])[N:16]([CH2:17][CH2:18][CH2:19][CH2:20][NH:21][S:22]([CH3:25])(=[O:24])=[O:23])[C:12]=2[C:7]2[CH:8]=[CH:9][CH:10]=[CH:11][C:6]=2[N:5]=1. The catalyst class is: 8. (7) Reactant: Br[C:2]1[CH:7]=[CH:6][C:5]([Br:8])=[CH:4][N:3]=1.[CH3:9][S:10]([CH3:13])(=[NH:12])=[O:11].C([O-])([O-])=O.[Cs+].[Cs+]. Product: [Br:8][C:5]1[CH:6]=[CH:7][C:2]([N:12]=[S:10]([CH3:13])([CH3:9])=[O:11])=[N:3][CH:4]=1. The catalyst class is: 12. (8) Reactant: O1CCCCC1[O:7][C:8]([C:10]12[CH2:17][CH2:16][C:13]([NH:18][CH2:19][C:20]([N:22]3[CH2:26][C@@H:25]([F:27])[CH2:24][C@H:23]3[C:28]#[N:29])=[O:21])([CH2:14][CH2:15]1)[CH2:12][CH2:11]2)=[O:9]. Product: [C:8]([C:10]12[CH2:17][CH2:16][C:13]([NH:18][CH2:19][C:20]([N:22]3[CH2:26][C@@H:25]([F:27])[CH2:24][C@H:23]3[C:28]#[N:29])=[O:21])([CH2:14][CH2:15]1)[CH2:12][CH2:11]2)([OH:9])=[O:7]. The catalyst class is: 15. (9) Reactant: [Cl:1][C:2]1[CH:3]=[C:4]([CH:19]=[CH:20][C:21]=1[O:22][CH:23]([CH3:25])[CH3:24])[C:5](OC1C(F)=C(F)C(F)=C(F)C=1F)=[O:6].[NH:26]([CH2:28][CH2:29][C:30]#[N:31])[NH2:27].[CH2:32]([O:39][C:40]1[CH:47]=[CH:46][C:43]([CH:44]=O)=[CH:42][CH:41]=1)[C:33]1[CH:38]=[CH:37][CH:36]=[CH:35][CH:34]=1.C([BH3-])#N.[Na+].O.C1(C)C=CC(S(O)(=O)=O)=CC=1. Product: [Cl:1][C:2]1[CH:3]=[C:4]([CH:19]=[CH:20][C:21]=1[O:22][CH:23]([CH3:25])[CH3:24])[C:5]([NH:27][N:26]([CH2:28][CH2:29][C:30]#[N:31])[CH2:44][C:43]1[CH:46]=[CH:47][C:40]([O:39][CH2:32][C:33]2[CH:38]=[CH:37][CH:36]=[CH:35][CH:34]=2)=[CH:41][CH:42]=1)=[O:6]. The catalyst class is: 5.